Dataset: hERG Central: cardiac toxicity at 1µM, 10µM, and general inhibition. Task: Predict hERG channel inhibition at various concentrations. (1) The drug is O=C1CN(C(=O)c2ccccc2[N+](=O)[O-])C(c2ccccc2)c2cc(Br)ccc2N1. Results: hERG_inhib (hERG inhibition (general)): blocker. (2) The compound is CCCn1ncc(CN2CCC(C(=O)Nc3cccc(-c4cccc(F)c4)c3)CC2)c1C. Results: hERG_inhib (hERG inhibition (general)): blocker. (3) The molecule is COCCN=c1scc(C)n1/N=C/C1CC2C=CC1C2. Results: hERG_inhib (hERG inhibition (general)): blocker. (4) The molecule is CN1CCc2c(sc(NC(=O)CS(=O)(=O)c3ccc(F)cc3)c2C(N)=O)C1.Cl. Results: hERG_inhib (hERG inhibition (general)): blocker.